The task is: Predict the reactants needed to synthesize the given product.. This data is from Full USPTO retrosynthesis dataset with 1.9M reactions from patents (1976-2016). (1) Given the product [CH2:20]([NH:26][C:8]([C:7]1[CH:6]=[CH:5][C:4]([B:1]([OH:2])[OH:3])=[CH:12][CH:11]=1)=[O:10])[CH2:21][CH2:22][CH2:23][CH2:24][CH3:25], predict the reactants needed to synthesize it. The reactants are: [B:1]([C:4]1[CH:12]=[CH:11][C:7]([C:8]([OH:10])=O)=[CH:6][CH:5]=1)([OH:3])[OH:2].C(N(CC)CC)C.[CH2:20]([NH2:26])[CH2:21][CH2:22][CH2:23][CH2:24][CH3:25].Cl. (2) Given the product [F:21][C:5]1[CH:4]=[C:3]([NH:22][C:23]([C:25]2([C:28](=[O:29])[NH:30][C:31]3[CH:36]=[CH:35][C:34]([F:37])=[CH:33][CH:32]=3)[CH2:27][CH2:26]2)=[O:24])[C:2]([F:1])=[CH:7][C:6]=1[O:8][C:9]1[CH:14]=[CH:13][N:12]=[C:11]([NH:15][C:49]([CH:47]2[CH2:46][N:45]([C:43]([O:42][C:38]([CH3:39])([CH3:40])[CH3:41])=[O:44])[CH2:48]2)=[O:51])[CH:10]=1, predict the reactants needed to synthesize it. The reactants are: [F:1][C:2]1[CH:7]=[C:6]([O:8][C:9]2[CH:14]=[CH:13][N:12]=[C:11]([NH:15]C(=O)COC)[CH:10]=2)[C:5]([F:21])=[CH:4][C:3]=1[NH:22][C:23]([C:25]1([C:28]([NH:30][C:31]2[CH:36]=[CH:35][C:34]([F:37])=[CH:33][CH:32]=2)=[O:29])[CH2:27][CH2:26]1)=[O:24].[C:38]([O:42][C:43]([N:45]1[CH2:48][CH:47]([C:49]([OH:51])=O)[CH2:46]1)=[O:44])([CH3:41])([CH3:40])[CH3:39].CN(C(ON1N=NC2C=CC=NC1=2)=[N+](C)C)C.F[P-](F)(F)(F)(F)F.CCN(C(C)C)C(C)C. (3) Given the product [CH3:6][O:7][C:8]1[CH:9]=[C:10]2[C:14](=[CH:15][CH:16]=1)[C:13](=[O:17])[NH:18][CH2:12][CH2:11]2, predict the reactants needed to synthesize it. The reactants are: S(=O)(=O)(O)O.[CH3:6][O:7][C:8]1[CH:9]=[C:10]2[C:14](=[CH:15][CH:16]=1)[C:13](=[O:17])[CH2:12][CH2:11]2.[N-:18]=[N+]=[N-].[Na+]. (4) Given the product [I:4]/[CH:2]=[CH:16]/[C:15]1[CH:14]=[CH:13][C:12]([CH2:11][N:5]2[CH2:10][CH2:9][O:8][CH2:7][CH2:6]2)=[CH:19][CH:18]=1, predict the reactants needed to synthesize it. The reactants are: I[CH:2]([I:4])I.[N:5]1([CH2:11][C:12]2[CH:19]=[CH:18][C:15]([CH:16]=O)=[CH:14][CH:13]=2)[CH2:10][CH2:9][O:8][CH2:7][CH2:6]1.O.